Dataset: Catalyst prediction with 721,799 reactions and 888 catalyst types from USPTO. Task: Predict which catalyst facilitates the given reaction. (1) Reactant: [CH2:1]([C:8]1[N:13]=[N:12][C:11]([N:14]2[CH2:19][CH2:18][N:17]([C:20]3[N:25]=[C:24]([C:26]([F:29])([F:28])[F:27])[C:23]([C:30]([OH:32])=O)=[CH:22][N:21]=3)[C@H:16]([CH3:33])[CH2:15]2)=[C:10]([CH3:34])[C:9]=1[CH3:35])[C:2]1[CH:7]=[CH:6][CH:5]=[CH:4][CH:3]=1.[C:36](Cl)(=[O:40])[C:37](Cl)=O.[CH3:42][N:43](C=O)C.CN. Product: [OH:40][CH2:36][CH2:37][N:43]([CH3:42])[C:30]([C:23]1[C:24]([C:26]([F:28])([F:29])[F:27])=[N:25][C:20]([N:17]2[CH2:18][CH2:19][N:14]([C:11]3[N:12]=[N:13][C:8]([CH2:1][C:2]4[CH:7]=[CH:6][CH:5]=[CH:4][CH:3]=4)=[C:9]([CH3:35])[C:10]=3[CH3:34])[CH2:15][C@H:16]2[CH3:33])=[N:21][CH:22]=1)=[O:32]. The catalyst class is: 49. (2) Reactant: [C:1]([N:8]1[CH:12]=[CH:11]N=[CH:9]1)(N1C=CN=C1)=[O:2].[CH3:13][Si:14]([CH3:19])([CH3:18])[CH2:15][CH2:16][OH:17].Cl.O.N1CC[C:25](=[O:28])[CH2:24]C1.CCN(CC)CC. Product: [CH3:13][Si:14]([CH3:19])([CH3:18])[CH2:15][CH2:16][O:17][C:1]([N:8]1[CH2:9][CH2:24][C:25](=[O:28])[CH2:11][CH2:12]1)=[O:2]. The catalyst class is: 23. (3) Reactant: B1([C:7]2[CH:12]=[CH:11][CH:10]=[N:9][CH:8]=2)OCCCO1.[Br:13][C:14]1[CH:19]=[CH:18][C:17](I)=[CH:16][CH:15]=1.C(=O)([O-])[O-].[Na+].[Na+]. Product: [Br:13][C:14]1[CH:19]=[CH:18][C:17]([C:7]2[CH:8]=[N:9][CH:10]=[CH:11][CH:12]=2)=[CH:16][CH:15]=1. The catalyst class is: 9.